This data is from Forward reaction prediction with 1.9M reactions from USPTO patents (1976-2016). The task is: Predict the product of the given reaction. Given the reactants Cl.Cl.[C:3]([C:7]1[CH:12]=[CH:11][CH:10]=[CH:9][C:8]=1[N:13]1[CH2:18][CH2:17][NH:16][CH2:15][CH2:14]1)([CH3:6])([CH3:5])[CH3:4].N1C=CC=CC=1.[C:25](Cl)(=[O:32])[C:26]1[CH:31]=[CH:30][CH:29]=[CH:28][CH:27]=1, predict the reaction product. The product is: [C:3]([C:7]1[CH:12]=[CH:11][CH:10]=[CH:9][C:8]=1[N:13]1[CH2:18][CH2:17][N:16]([C:25]([C:26]2[CH:31]=[CH:30][CH:29]=[CH:28][CH:27]=2)=[O:32])[CH2:15][CH2:14]1)([CH3:6])([CH3:4])[CH3:5].